Predict the reaction yield, written as a fraction of the theoretical maximum amount of product (1.0 means a 100% yield; for example, 0.34 means a 34% yield). From a dataset of Reaction yield outcomes from USPTO patents with 853,638 reactions. (1) The reactants are [CH3:1][C@@H:2]1[S:7][C:6]2[S:8][C:9]([S:11]([NH2:14])(=[O:13])=[O:12])=[CH:10][C:5]=2[C:4](=[O:15])[CH2:3]1.C(N(CC)CC)C.O. The catalyst is CCN(CC)CC.C(O)=O.C(O)=O.C(#N)C. The product is [OH:15][CH:4]1[CH2:3][C@H:2]([CH3:1])[S:7][C:6]2[S:8][C:9]([S:11]([NH2:14])(=[O:13])=[O:12])=[CH:10][C:5]1=2. The yield is 0.320. (2) The reactants are C(O)(C(F)(F)F)=O.[Cl:8][C:9]1[CH:14]=[CH:13][CH:12]=[C:11]([Cl:15])[C:10]=1[N:16]1[CH:38]=[C:37]([C:39]#[C:40][CH2:41][NH:42]C(=O)OC(C)(C)C)[C:19]2[N:20]=[C:21]([NH:24][C:25]3[CH:30]=[CH:29][C:28]([N:31]4[CH2:36][CH2:35][O:34][CH2:33][CH2:32]4)=[CH:27][CH:26]=3)[N:22]=[CH:23][C:18]=2[C:17]1=[O:50]. The catalyst is C(Cl)Cl. The product is [NH2:42][CH2:41][C:40]#[C:39][C:37]1[C:19]2[N:20]=[C:21]([NH:24][C:25]3[CH:26]=[CH:27][C:28]([N:31]4[CH2:32][CH2:33][O:34][CH2:35][CH2:36]4)=[CH:29][CH:30]=3)[N:22]=[CH:23][C:18]=2[C:17](=[O:50])[N:16]([C:10]2[C:11]([Cl:15])=[CH:12][CH:13]=[CH:14][C:9]=2[Cl:8])[CH:38]=1. The yield is 0.310. (3) The reactants are [Cl:1][C:2]1[CH:7]=[CH:6][C:5]([CH3:8])=[CH:4][C:3]=1[O:9][CH3:10].C1C(=O)N([Br:18])C(=O)C1.CC(N=NC(C#N)(C)C)(C#N)C. The catalyst is C(Cl)(Cl)(Cl)Cl. The product is [Br:18][CH2:8][C:5]1[CH:6]=[CH:7][C:2]([Cl:1])=[C:3]([O:9][CH3:10])[CH:4]=1. The yield is 0.920.